Dataset: Forward reaction prediction with 1.9M reactions from USPTO patents (1976-2016). Task: Predict the product of the given reaction. (1) Given the reactants [Br:1][C:2]1[CH:9]=[CH:8][C:5]([CH:6]=[O:7])=[C:4]([N:10]2[CH2:15][CH2:14][CH:13]([CH2:16][OH:17])[CH2:12][CH2:11]2)[CH:3]=1.N1C=CN=C1.[C:23]([Si:27]([C:35]1[CH:40]=[CH:39][CH:38]=[CH:37][CH:36]=1)([C:29]1[CH:34]=[CH:33][CH:32]=[CH:31][CH:30]=1)Cl)([CH3:26])([CH3:25])[CH3:24].O, predict the reaction product. The product is: [Br:1][C:2]1[CH:9]=[CH:8][C:5]([CH:6]=[O:7])=[C:4]([N:10]2[CH2:11][CH2:12][CH:13]([CH2:16][O:17][Si:27]([C:23]([CH3:26])([CH3:25])[CH3:24])([C:35]3[CH:36]=[CH:37][CH:38]=[CH:39][CH:40]=3)[C:29]3[CH:34]=[CH:33][CH:32]=[CH:31][CH:30]=3)[CH2:14][CH2:15]2)[CH:3]=1. (2) Given the reactants [C:1]([NH:9][C:10]1[N:15]=[CH:14][C:13]([CH:16]([CH3:22])[C:17]([O:19]CC)=[O:18])=[CH:12][CH:11]=1)(=[O:8])[C:2]1[CH:7]=[CH:6][CH:5]=[CH:4][CH:3]=1.O.[OH-].[Li+].Cl, predict the reaction product. The product is: [C:1]([NH:9][C:10]1[N:15]=[CH:14][C:13]([CH:16]([CH3:22])[C:17]([OH:19])=[O:18])=[CH:12][CH:11]=1)(=[O:8])[C:2]1[CH:7]=[CH:6][CH:5]=[CH:4][CH:3]=1.